From a dataset of Forward reaction prediction with 1.9M reactions from USPTO patents (1976-2016). Predict the product of the given reaction. (1) Given the reactants [C:1]([N:8]1[CH2:13][CH2:12][CH:11]([C:14]2[CH:19]=[CH:18][C:17]([C:20]([OH:22])=O)=[CH:16][CH:15]=2)[CH2:10][CH2:9]1)([O:3][C:4]([CH3:7])([CH3:6])[CH3:5])=[O:2].[C:23]([C:27]1[CH:28]=[C:29]([CH:31]=[CH:32][CH:33]=1)[NH2:30])([CH3:26])([CH3:25])[CH3:24].C(OC(N1CCN(C2C=CC(C(=O)NC3C=CC=C(C(C)(C)C)C=3)=CC=2)CC1)=O)(C)(C)C, predict the reaction product. The product is: [C:4]([O:3][C:1]([N:8]1[CH2:13][CH2:12][CH:11]([C:14]2[CH:19]=[CH:18][C:17]([C:20](=[O:22])[NH:30][C:29]3[CH:31]=[CH:32][CH:33]=[C:27]([C:23]([CH3:26])([CH3:25])[CH3:24])[CH:28]=3)=[CH:16][CH:15]=2)[CH2:10][CH2:9]1)=[O:2])([CH3:7])([CH3:6])[CH3:5]. (2) Given the reactants CS(O[CH2:6][C@H:7]([NH:9][C:10]1[CH:15]=[C:14]([Cl:16])[N:13]=[C:12](Cl)[N:11]=1)[CH3:8])(=O)=O.[OH2:18], predict the reaction product. The product is: [Cl:16][C:14]1[CH:15]=[C:10]2[NH:9][C@H:7]([CH3:8])[CH2:6][N:11]2[C:12](=[O:18])[N:13]=1. (3) Given the reactants O[C:2]1[C:11]2[C:6](=[N:7][CH:8]=[CH:9][CH:10]=2)[N:5]([C:12]2[CH:17]=[CH:16][CH:15]=[CH:14][CH:13]=2)[C:4](=[O:18])[C:3]=1[C:19](=O)[CH2:20][CH2:21][C:22]1[CH:27]=[CH:26][N:25]=[CH:24][CH:23]=1.O.[NH2:30][NH2:31], predict the reaction product. The product is: [C:12]1([N:5]2[C:6]3[N:7]=[CH:8][CH:9]=[CH:10][C:11]=3[C:2]3[NH:30][N:31]=[C:19]([CH2:20][CH2:21][C:22]4[CH:27]=[CH:26][N:25]=[CH:24][CH:23]=4)[C:3]=3[C:4]2=[O:18])[CH:17]=[CH:16][CH:15]=[CH:14][CH:13]=1. (4) Given the reactants [Br:1][C:2]1[S:6][C:5]([C:7](Cl)=[O:8])=[CH:4][CH:3]=1.[CH3:10][NH:11][CH2:12][C:13]1[CH:18]=[CH:17][CH:16]=[CH:15][CH:14]=1.C(N(CC)CC)C, predict the reaction product. The product is: [CH2:12]([N:11]([CH3:10])[C:7]([C:5]1[S:6][C:2]([Br:1])=[CH:3][CH:4]=1)=[O:8])[C:13]1[CH:18]=[CH:17][CH:16]=[CH:15][CH:14]=1. (5) Given the reactants Cl[C:2]1[CH:3]=[C:4]([F:9])[C:5]([F:8])=[N:6][CH:7]=1.[O-]P([O-])([O-])=O.[K+].[K+].[K+].[CH3:18][N:19]1[CH:23]=[C:22](B2OC(C)(C)C(C)(C)O2)[CH:21]=[N:20]1.CC(C1C=C(C(C)C)C(C2C=CC=CC=2P(C2CCCCC2)C2CCCCC2)=C(C(C)C)C=1)C, predict the reaction product. The product is: [F:8][C:5]1[C:4]([F:9])=[CH:3][C:2]([C:22]2[CH:21]=[N:20][N:19]([CH3:18])[CH:23]=2)=[CH:7][N:6]=1. (6) Given the reactants C(OC(=O)NC(C(C)C)[C@H](O)C1OC(C2C=CC=CC=2)=NN=1)(C)(C)C.[F:26][C:27]([F:32])([F:31])[C:28]([OH:30])=[O:29].[OH:33][CH:34]([C:54]1[O:55][C:56]([C:59]2[CH:64]=[CH:63][CH:62]=[CH:61][CH:60]=2)=[N:57][N:58]=1)[CH:35]([NH:39][C:40]([CH:42]1[CH2:46][CH2:45][CH2:44][N:43]1[C:47](=[O:53])[CH:48]([NH2:52])[CH:49]([CH3:51])[CH3:50])=[O:41])[CH:36]([CH3:38])[CH3:37].O.OC1C2N=NNC=2C=CC=1.CCN=C=NCCCN(C)C.Cl.CN1CCOCC1, predict the reaction product. The product is: [F:26][C:27]([F:32])([F:31])[C:28]([OH:30])=[O:29].[NH2:52][C@@H:48]([CH:49]([CH3:51])[CH3:50])[C:47]([N:43]1[CH2:44][CH2:45][CH2:46][C@@H:42]1[C:40]([NH:39][CH:35]([CH:36]([CH3:37])[CH3:38])[C@H:34]([OH:33])[C:54]1[O:55][C:56]([C:59]2[CH:64]=[CH:63][CH:62]=[CH:61][CH:60]=2)=[N:57][N:58]=1)=[O:41])=[O:53]. (7) Given the reactants Cl.[CH:2]1([CH2:5][O:6][C:7]2[CH:12]=[C:11]([F:13])[C:10]([O:14][CH3:15])=[CH:9][C:8]=2[C:16]2[C:17]3[NH:25][C:24]([CH3:26])=[C:23]([C:27]([NH:29][CH:30]4[CH2:35][CH2:34][NH:33][CH2:32][CH2:31]4)=[O:28])[C:18]=3[N:19]=[C:20]([CH3:22])[N:21]=2)[CH2:4][CH2:3]1.[CH3:36][O:37][CH2:38][C:39](Cl)=[O:40], predict the reaction product. The product is: [CH:2]1([CH2:5][O:6][C:7]2[CH:12]=[C:11]([F:13])[C:10]([O:14][CH3:15])=[CH:9][C:8]=2[C:16]2[C:17]3[NH:25][C:24]([CH3:26])=[C:23]([C:27]([NH:29][CH:30]4[CH2:31][CH2:32][N:33]([C:39](=[O:40])[CH2:38][O:37][CH3:36])[CH2:34][CH2:35]4)=[O:28])[C:18]=3[N:19]=[C:20]([CH3:22])[N:21]=2)[CH2:4][CH2:3]1. (8) Given the reactants [F:1][C:2]1[C:21]([CH3:22])=[CH:20][C:5]([C:6]([NH:8][CH2:9][CH2:10][C:11]2[CH:16]=[CH:15][C:14]([CH:17]([CH3:19])[CH3:18])=[CH:13][CH:12]=2)=O)=[CH:4][C:3]=1[CH3:23].O=P12OP3(OP(OP(O3)(O1)=O)(=O)O2)=O, predict the reaction product. The product is: [F:1][C:2]1[C:21]([CH3:22])=[CH:20][C:5]([C:6]2[C:16]3[C:11](=[CH:12][CH:13]=[C:14]([CH:17]([CH3:19])[CH3:18])[CH:15]=3)[CH2:10][CH2:9][N:8]=2)=[CH:4][C:3]=1[CH3:23].